From a dataset of Full USPTO retrosynthesis dataset with 1.9M reactions from patents (1976-2016). Predict the reactants needed to synthesize the given product. (1) Given the product [NH2:18][CH2:17][C:15]1[N:14]=[C:13]([C:29]#[C:30][C:31]([CH3:33])([OH:34])[CH3:32])[C:12]2[N:35]=[C:9]([C:5]3[C:4]([NH2:3])=[N:8][O:7][N:6]=3)[N:10]([CH2:36][CH3:37])[C:11]=2[CH:16]=1, predict the reactants needed to synthesize it. The reactants are: CN.[NH2:3][C:4]1[C:5]([C:9]2[N:10]([CH2:36][CH3:37])[C:11]3[CH:16]=[C:15]([CH2:17][N:18]4C(=O)C5C(=CC=CC=5)C4=O)[N:14]=[C:13]([C:29]#[C:30][C:31]([OH:34])([CH3:33])[CH3:32])[C:12]=3[N:35]=2)=[N:6][O:7][N:8]=1. (2) Given the product [NH2:1][C:4]1[CH:13]=[C:12]2[C:7]([CH2:8][CH2:9][C:10](=[O:14])[CH2:11]2)=[CH:6][CH:5]=1, predict the reactants needed to synthesize it. The reactants are: [N+:1]([C:4]1[CH:13]=[C:12]2[C:7]([CH2:8][CH2:9][C:10](=[O:14])[CH2:11]2)=[CH:6][CH:5]=1)([O-])=O. (3) Given the product [CH2:18]([O:17][C@@H:9]([C@@H:8]([O:25][CH2:26][C:27]1[CH:28]=[CH:29][CH:30]=[CH:31][CH:32]=1)[C@H:7]([O:33][CH2:34][C:35]1[CH:36]=[CH:37][CH:38]=[CH:39][CH:40]=1)[CH2:6][O:5][Si:4]([CH:1]([CH3:3])[CH3:2])([CH:41]([CH3:42])[CH3:43])[CH:44]([CH3:46])[CH3:45])[CH:10]=[O:50])[C:19]1[CH:24]=[CH:23][CH:22]=[CH:21][CH:20]=1, predict the reactants needed to synthesize it. The reactants are: [CH:1]([Si:4]([CH:44]([CH3:46])[CH3:45])([CH:41]([CH3:43])[CH3:42])[O:5][CH2:6][C@@H:7]([O:33][CH2:34][C:35]1[CH:40]=[CH:39][CH:38]=[CH:37][CH:36]=1)[C@H:8]([O:25][CH2:26][C:27]1[CH:32]=[CH:31][CH:30]=[CH:29][CH:28]=1)[C@H:9]([O:17][CH2:18][C:19]1[CH:24]=[CH:23][CH:22]=[CH:21][CH:20]=1)[CH:10](SCC)SCC)([CH3:3])[CH3:2].C1C(=O)N(Br)C(=[O:50])C1. (4) The reactants are: [C:1]([CH2:3][C:4](ON1C(=O)CCC1=O)=[O:5])#[N:2].C(N(CC)CC)C.Cl.[O:22]=[C:23]1[C:28]([NH:29][C:30]2[N:38]=[C:37]3[C:33]([NH:34][C:35](=[O:45])[N:36]3[C@@H:39]3[CH2:44][CH2:43][CH2:42][NH:41][CH2:40]3)=[CH:32][N:31]=2)=[CH:27][CH:26]=[CH:25][NH:24]1. Given the product [O:5]=[C:4]([N:41]1[CH2:42][CH2:43][CH2:44][C@@H:39]([N:36]2[C:35](=[O:45])[NH:34][C:33]3[C:37]2=[N:38][C:30]([NH:29][C:28]2[C:23](=[O:22])[NH:24][CH:25]=[CH:26][CH:27]=2)=[N:31][CH:32]=3)[CH2:40]1)[CH2:3][C:1]#[N:2], predict the reactants needed to synthesize it. (5) Given the product [C:13]([O:12][CH2:11][C@H:10]([NH:17][C:18]([O:20][C:21]([CH3:22])([CH3:23])[CH3:24])=[O:19])[C:9]([NH:42][CH2:43][CH2:44][O:45][CH2:46][CH2:47][O:48][CH2:49][CH2:50][O:51][CH2:52][CH2:53][O:54][CH2:55][CH2:56][O:57][CH2:58][CH2:59][O:60][CH2:61][CH2:62][O:63][CH2:64][CH2:65][O:66][CH2:67][CH2:68][O:69][CH2:70][CH2:71][NH:72][C:73](=[O:84])[C:74]1[CH:79]=[CH:78][CH:77]=[C:76]([O:80][CH2:81][C:82]#[CH:83])[CH:75]=1)=[O:25])([CH3:14])([CH3:15])[CH3:16], predict the reactants needed to synthesize it. The reactants are: O=C1CCC(=O)N1O[C:9](=[O:25])[C@@H:10]([NH:17][C:18]([O:20][C:21]([CH3:24])([CH3:23])[CH3:22])=[O:19])[CH2:11][O:12][C:13]([CH3:16])([CH3:15])[CH3:14].C(N(C(C)C)C(C)C)C.FC(F)(F)C([O-])=O.[NH2:42][CH2:43][CH2:44][O:45][CH2:46][CH2:47][O:48][CH2:49][CH2:50][O:51][CH2:52][CH2:53][O:54][CH2:55][CH2:56][O:57][CH2:58][CH2:59][O:60][CH2:61][CH2:62][O:63][CH2:64][CH2:65][O:66][CH2:67][CH2:68][O:69][CH2:70][CH2:71][NH:72][C:73](=[O:84])[C:74]1[CH:79]=[CH:78][CH:77]=[C:76]([O:80][CH2:81][C:82]#[CH:83])[CH:75]=1.